This data is from Reaction yield outcomes from USPTO patents with 853,638 reactions. The task is: Predict the reaction yield, written as a fraction of the theoretical maximum amount of product (1.0 means a 100% yield; for example, 0.34 means a 34% yield). (1) The reactants are CC1(C)CCCC(C)(C)N1.C([Li])CCC.[C:16]([O:20][C:21]1[CH:26]=[N:25][CH:24]=[CH:23][N:22]=1)([CH3:19])([CH3:18])[CH3:17].CN(C)[CH:29]=[O:30]. The catalyst is O1CCCC1.C(OCC)(=O)C.O. The product is [C:16]([O:20][C:21]1[C:26]([CH:29]=[O:30])=[N:25][CH:24]=[CH:23][N:22]=1)([CH3:19])([CH3:17])[CH3:18]. The yield is 0.450. (2) The reactants are [NH2:1][CH2:2][C:3]1[CH:8]=[CH:7][C:6]([C:9]([NH:11][C:12]2[CH:17]=[CH:16][CH:15]=[CH:14][C:13]=2[C:18](=[O:27])[NH:19][C:20]2[CH:25]=[CH:24][C:23]([Cl:26])=[CH:22][N:21]=2)=[O:10])=[CH:5][CH:4]=1.[CH3:28][N:29]1[CH2:33][CH2:32][N:31]=[C:30]1SC.CCN(CC)CC. The catalyst is N1C=CC=CC=1. The product is [Cl:26][C:23]1[CH:24]=[CH:25][C:20]([NH:19][C:18]([C:13]2[CH:14]=[CH:15][CH:16]=[CH:17][C:12]=2[NH:11][C:9]([C:6]2[CH:5]=[CH:4][C:3]([CH2:2][NH:1][C:30]3[N:29]([CH3:28])[CH2:33][CH2:32][N:31]=3)=[CH:8][CH:7]=2)=[O:10])=[O:27])=[N:21][CH:22]=1. The yield is 0.650.